From a dataset of Reaction yield outcomes from USPTO patents with 853,638 reactions. Predict the reaction yield, written as a fraction of the theoretical maximum amount of product (1.0 means a 100% yield; for example, 0.34 means a 34% yield). (1) The reactants are Br[CH2:2][CH2:3][O:4][C:5]([N:7]1[CH2:12][CH2:11][CH:10]([NH:13][C:14]([C:16]2[C:20]([NH:21][C:22](=[O:31])[C:23]3[C:28]([Cl:29])=[CH:27][CH:26]=[CH:25][C:24]=3[Cl:30])=[CH:19][NH:18][N:17]=2)=[O:15])[CH2:9][CH2:8]1)=[O:6].C(N(C(C)C)CC)(C)C.[NH:41]1[CH2:46][CH2:45][O:44][CH2:43][CH2:42]1. The catalyst is C1COCC1. The product is [N:41]1([CH2:2][CH2:3][O:4][C:5]([N:7]2[CH2:12][CH2:11][CH:10]([NH:13][C:14]([C:16]3[C:20]([NH:21][C:22](=[O:31])[C:23]4[C:28]([Cl:29])=[CH:27][CH:26]=[CH:25][C:24]=4[Cl:30])=[CH:19][NH:18][N:17]=3)=[O:15])[CH2:9][CH2:8]2)=[O:6])[CH2:46][CH2:45][O:44][CH2:43][CH2:42]1. The yield is 0.400. (2) The reactants are [NH2:1][C:2]([C@:4]1([CH2:31][O:32][CH3:33])[CH2:8][CH2:7][C@H:6]([C:9]2[CH:14]=[CH:13][C:12]([O:15][CH2:16][C:17]3[CH:22]=[CH:21][CH:20]=[CH:19][C:18]=3[F:23])=[CH:11][CH:10]=2)[N:5]1C(OC(C)(C)C)=O)=[O:3].C([Cl:37])(C)=O. The catalyst is C(OCC)(=O)C.CO. The product is [ClH:37].[F:23][C:18]1[CH:19]=[CH:20][CH:21]=[CH:22][C:17]=1[CH2:16][O:15][C:12]1[CH:13]=[CH:14][C:9]([C@@H:6]2[NH:5][C@:4]([CH2:31][O:32][CH3:33])([C:2]([NH2:1])=[O:3])[CH2:8][CH2:7]2)=[CH:10][CH:11]=1. The yield is 0.910.